Task: Predict which catalyst facilitates the given reaction.. Dataset: Catalyst prediction with 721,799 reactions and 888 catalyst types from USPTO (1) Reactant: [Br:1][C:2]1[CH:7]=[CH:6][C:5]([C:8]2[O:12][N:11]=[C:10]([CH3:13])[C:9]=2[NH2:14])=[CH:4][CH:3]=1.[CH:15]([C:18]1[CH:23]=[CH:22][C:21]([CH2:24][CH:25]([CH3:28])[CH:26]=O)=[CH:20][CH:19]=1)([CH3:17])[CH3:16].C([BH3-])#N.[Na+]. Product: [Br:1][C:2]1[CH:3]=[CH:4][C:5]([C:8]2[O:12][N:11]=[C:10]([CH3:13])[C:9]=2[NH:14][CH2:26][CH:25]([CH3:28])[CH2:24][C:21]2[CH:20]=[CH:19][C:18]([CH:15]([CH3:17])[CH3:16])=[CH:23][CH:22]=2)=[CH:6][CH:7]=1. The catalyst class is: 11. (2) Reactant: [Br:1][C:2]1[CH:10]=[CH:9][C:5]([C:6]([OH:8])=O)=[CH:4][CH:3]=1.C1C=CC2N(O)N=NC=2C=1.CCN=C=NCCCN(C)C.Cl.[CH3:33][O:34][C:35]1[CH:36]=[C:37]([CH:40]=[CH:41][CH:42]=1)[CH2:38][NH2:39]. Product: [Br:1][C:2]1[CH:3]=[CH:4][C:5]([C:6]([NH:39][CH2:38][C:37]2[CH:40]=[CH:41][CH:42]=[C:35]([O:34][CH3:33])[CH:36]=2)=[O:8])=[CH:9][CH:10]=1. The catalyst class is: 3. (3) Reactant: [CH:1]1[C:13]2[NH:12][C:11]3[C:6](=[CH:7][CH:8]=[CH:9][CH:10]=3)[C:5]=2[CH:4]=[CH:3][CH:2]=1.[Br:14][CH2:15][CH2:16][CH2:17][CH2:18][CH2:19][CH2:20]Br.CC([O-])(C)C.[K+]. Product: [Br:14][CH2:15][CH2:16][CH2:17][CH2:18][CH2:19][CH2:20][N:12]1[C:11]2[CH:10]=[CH:9][CH:8]=[CH:7][C:6]=2[C:5]2[C:13]1=[CH:1][CH:2]=[CH:3][CH:4]=2. The catalyst class is: 1.